This data is from Full USPTO retrosynthesis dataset with 1.9M reactions from patents (1976-2016). The task is: Predict the reactants needed to synthesize the given product. The reactants are: Cl.Cl.[CH3:3][N:4]1[C:8]2[NH:9][CH2:10][CH2:11][S:12][CH:13]([CH:14]3[CH2:19][CH2:18][NH:17][CH2:16][CH2:15]3)[C:7]=2[C:6]([C:20]2[CH:25]=[CH:24][CH:23]=[CH:22][N:21]=2)=[N:5]1.C(N(CC)C(C)C)(C)C.[C:35](Cl)(=[O:37])[CH3:36].O. Given the product [CH3:3][N:4]1[C:8]2[NH:9][CH2:10][CH2:11][S:12][CH:13]([CH:14]3[CH2:19][CH2:18][N:17]([C:35](=[O:37])[CH3:36])[CH2:16][CH2:15]3)[C:7]=2[C:6]([C:20]2[CH:25]=[CH:24][CH:23]=[CH:22][N:21]=2)=[N:5]1, predict the reactants needed to synthesize it.